From a dataset of Forward reaction prediction with 1.9M reactions from USPTO patents (1976-2016). Predict the product of the given reaction. (1) Given the reactants [Cl:1][C:2]1[CH:3]=[CH:4][C:5]([C:8]2[N:12]([C:13]3[CH:14]=[N:15][CH:16]=[CH:17][CH:18]=3)[N:11]=[C:10]([C:19]([OH:21])=O)[CH:9]=2)=[N:6][CH:7]=1.[CH:22]1([NH2:27])[CH2:26][CH2:25][CH2:24][CH2:23]1, predict the reaction product. The product is: [CH:22]1([NH:27][C:19]([C:10]2[CH:9]=[C:8]([C:5]3[CH:4]=[CH:3][C:2]([Cl:1])=[CH:7][N:6]=3)[N:12]([C:13]3[CH:14]=[N:15][CH:16]=[CH:17][CH:18]=3)[N:11]=2)=[O:21])[CH2:26][CH2:25][CH2:24][CH2:23]1. (2) Given the reactants [CH2:1]([O:8][C:9]1[CH:14]=[CH:13][C:12]([CH2:15][CH:16](OS(C)(=O)=O)[C:17]([O:19][CH2:20][CH3:21])=[O:18])=[CH:11][CH:10]=1)[C:2]1[CH:7]=[CH:6][CH:5]=[CH:4][CH:3]=1.[NH2:27][C:28]1[CH:33]=[CH:32][CH:31]=[CH:30][CH:29]=1, predict the reaction product. The product is: [CH2:1]([O:8][C:9]1[CH:14]=[CH:13][C:12]([CH2:15][CH:16]([NH:27][C:28]2[CH:33]=[CH:32][CH:31]=[CH:30][CH:29]=2)[C:17]([O:19][CH2:20][CH3:21])=[O:18])=[CH:11][CH:10]=1)[C:2]1[CH:7]=[CH:6][CH:5]=[CH:4][CH:3]=1. (3) Given the reactants [C:1]([O:5][C:6]([NH:8][C@H:9]([C:21]([O:23]C)=O)[CH2:10][CH:11]([C:14]1[CH:19]=[CH:18][CH:17]=[CH:16][C:15]=1[F:20])[C:12]#[N:13])=[O:7])([CH3:4])([CH3:3])[CH3:2].[H][H].C(=O)([O-])[O-].[K+].[K+], predict the reaction product. The product is: [F:20][C:15]1[CH:16]=[CH:17][CH:18]=[CH:19][C:14]=1[C@H:11]1[CH2:12][NH:13][C:21](=[O:23])[C@@H:9]([NH:8][C:6](=[O:7])[O:5][C:1]([CH3:4])([CH3:3])[CH3:2])[CH2:10]1. (4) The product is: [Cl:8][C:5]1[CH:6]=[CH:7][C:2]2[NH:1][C:18](=[O:25])[C@@H:19]([CH2:21][C:22]([OH:24])=[O:23])[S:20][C@H:9]([C:11]3[CH:16]=[CH:15][CH:14]=[CH:13][C:12]=3[Cl:17])[C:3]=2[CH:4]=1. Given the reactants [NH2:1][C:2]1[CH:7]=[CH:6][C:5]([Cl:8])=[CH:4][C:3]=1[CH:9]([C:11]1[CH:16]=[CH:15][CH:14]=[CH:13][C:12]=1[Cl:17])O.[C:18](O)(=[O:25])[CH:19]([CH2:21][C:22]([OH:24])=[O:23])[SH:20].[OH-].[Na+].O.[OH-].[Li+], predict the reaction product. (5) The product is: [CH3:1][CH:2]1[CH2:7][CH2:6][N:5]([C:8]2[C:17]3[CH2:16][CH2:15][C:14]4[C:13](=[CH:21][CH:20]=[CH:19][CH:18]=4)[C:12]=3[C:21]3[C:13]4[C:14]([CH2:18][C:10]=3[C:9]=2[C:23]#[N:24])=[CH:15][CH:16]=[CH:17][CH:12]=4)[CH2:4][CH2:3]1. Given the reactants [CH3:1][CH:2]1[CH2:7][CH2:6][N:5]([C:8]2[C:17]3[CH2:16][CH2:15][C:14]4[CH:18]=[CH:19][CH:20]=[CH:21][C:13]=4[C:12]=3O[C:10](=O)[C:9]=2[C:23]#[N:24])[CH2:4][CH2:3]1.[H-].[Na+], predict the reaction product. (6) Given the reactants [F:1][C:2]1[C:14]([NH:15][CH2:16][C:17]2[CH:22]=[C:21]([C:23]3[CH:28]=[CH:27][CH:26]=[C:25]([F:29])[CH:24]=3)[CH:20]=[C:19]([CH3:30])[C:18]=2[O:31][CH3:32])=[C:13]([F:33])[CH:12]=[CH:11][C:3]=1[O:4][CH2:5][C:6]([O:8]CC)=[O:7].[Li+].[OH-].O, predict the reaction product. The product is: [F:1][C:2]1[C:14]([NH:15][CH2:16][C:17]2[CH:22]=[C:21]([C:23]3[CH:28]=[CH:27][CH:26]=[C:25]([F:29])[CH:24]=3)[CH:20]=[C:19]([CH3:30])[C:18]=2[O:31][CH3:32])=[C:13]([F:33])[CH:12]=[CH:11][C:3]=1[O:4][CH2:5][C:6]([OH:8])=[O:7]. (7) Given the reactants CN(C)C=O.[CH2:6]([O:8][C:9]([C@H:11]1[CH2:15][CH2:14][C@@H:13]([C:16]2[CH:21]=[CH:20][C:19]([F:22])=[CH:18][CH:17]=2)[NH:12]1)=[O:10])[CH3:7].[C:23](O[C:23]([O:25][C:26]([CH3:29])([CH3:28])[CH3:27])=[O:24])([O:25][C:26]([CH3:29])([CH3:28])[CH3:27])=[O:24].N1C=CN=C1, predict the reaction product. The product is: [CH3:7][CH2:6][O:8][C:9]([C@H:11]1[CH2:15][CH2:14][C@@H:13]([C:16]2[CH:17]=[CH:18][C:19]([F:22])=[CH:20][CH:21]=2)[N:12]1[C:23]([O:25][C:26]([CH3:29])([CH3:28])[CH3:27])=[O:24])=[O:10]. (8) Given the reactants NCC[N:4]1[C:16]2[C:15]3[CH:14]=[CH:13][CH:12]=[CH:11][C:10]=3[N:9]=[C:8]([NH2:17])[C:7]=2[N:6]=[C:5]1[CH2:18][CH2:19][O:20][CH3:21].COCCC1N([CH2:39][CH2:40][O:41][CH2:42][CH2:43][N:44]2[C:52](=[O:53])[C:51]3[C:46](=[CH:47][CH:48]=[CH:49][CH:50]=3)[C:45]2=[O:54])C2C3C=CC=CC=3N=CC=2N=1, predict the reaction product. The product is: [NH2:17][C:8]1[C:7]2[N:6]=[C:5]([CH2:18][CH2:19][O:20][CH3:21])[N:4]([CH2:39][CH2:40][O:41][CH2:42][CH2:43][N:44]3[C:52](=[O:53])[C:51]4[C:46](=[CH:47][CH:48]=[CH:49][CH:50]=4)[C:45]3=[O:54])[C:16]=2[C:15]2[CH:14]=[CH:13][CH:12]=[CH:11][C:10]=2[N:9]=1. (9) The product is: [Br:1][C:2]1[CH:3]=[C:4]2[C:9](=[CH:10][CH:11]=1)[N:8]=[CH:7][N:6]=[C:5]2[O:13][CH2:14][CH3:15]. Given the reactants [Br:1][C:2]1[CH:3]=[C:4]2[C:9](=[CH:10][CH:11]=1)[N:8]=[CH:7][N:6]=[C:5]2Cl.[O-:13][CH2:14][CH3:15].[Na+], predict the reaction product. (10) Given the reactants [C:1]([N:8]1[CH2:13][CH2:12][NH:11][CH2:10][CH2:9]1)([O:3][C:4]([CH3:7])([CH3:6])[CH3:5])=[O:2].[N:14]#[C:15]Br, predict the reaction product. The product is: [C:15]([N:11]1[CH2:10][CH2:9][N:8]([C:1]([O:3][C:4]([CH3:7])([CH3:6])[CH3:5])=[O:2])[CH2:13][CH2:12]1)#[N:14].